From a dataset of CYP1A2 inhibition data for predicting drug metabolism from PubChem BioAssay. Regression/Classification. Given a drug SMILES string, predict its absorption, distribution, metabolism, or excretion properties. Task type varies by dataset: regression for continuous measurements (e.g., permeability, clearance, half-life) or binary classification for categorical outcomes (e.g., BBB penetration, CYP inhibition). Dataset: cyp1a2_veith. (1) The molecule is C[C@@]12CCC3=NCCN3C1=CC[C@H]1[C@@H]2CC[C@@]2(C)[C@H]1CC[C@]2(C)O. The result is 0 (non-inhibitor). (2) The molecule is CC(=O)NCCNc1nc(-c2cccc(C#N)c2)nc2ccccc12. The result is 1 (inhibitor). (3) The drug is CCCCCCCNS(=O)(=O)c1cccc2c(Cl)cccc12. The result is 1 (inhibitor).